Task: Binary Classification. Given a T-cell receptor sequence (or CDR3 region) and an epitope sequence, predict whether binding occurs between them.. Dataset: TCR-epitope binding with 47,182 pairs between 192 epitopes and 23,139 TCRs The epitope is FLRGRAYGL. The TCR CDR3 sequence is CASSSGQAYEQYF. Result: 1 (the TCR binds to the epitope).